From a dataset of Forward reaction prediction with 1.9M reactions from USPTO patents (1976-2016). Predict the product of the given reaction. (1) Given the reactants [Cl:1][C:2]1[N:7]=[CH:6][N:5]=[C:4]([N:8]2[CH2:17][CH2:16][C:11]3(OCC[O:12]3)[CH2:10][CH2:9]2)[CH:3]=1.Cl, predict the reaction product. The product is: [Cl:1][C:2]1[N:7]=[CH:6][N:5]=[C:4]([N:8]2[CH2:9][CH2:10][C:11](=[O:12])[CH2:16][CH2:17]2)[CH:3]=1. (2) The product is: [C:16]([Si:13]([CH3:15])([CH3:14])[O:12][C:2]1([CH3:1])[CH2:11][CH2:10][C:5]2([O:6][CH2:7][CH2:8][O:9]2)[CH2:4][CH2:3]1)([CH3:19])([CH3:18])[CH3:17]. Given the reactants [CH3:1][C:2]1([OH:12])[CH2:11][CH2:10][C:5]2([O:9][CH2:8][CH2:7][O:6]2)[CH2:4][CH2:3]1.[Si:13](Cl)([C:16]([CH3:19])([CH3:18])[CH3:17])([CH3:15])[CH3:14].N1C=CN=C1.CN(C)C=O, predict the reaction product. (3) The product is: [CH3:25][S:26]([O:1][C@H:2]1[CH2:6][CH2:5][N:4]([CH2:7][CH2:8][C:9]2[CH:14]=[CH:13][C:12]3[O:15][CH2:16][O:17][C:11]=3[CH:10]=2)[CH2:3]1)(=[O:28])=[O:27]. Given the reactants [OH:1][C@H:2]1[CH2:6][CH2:5][N:4]([CH2:7][CH2:8][C:9]2[CH:14]=[CH:13][C:12]3[O:15][CH2:16][O:17][C:11]=3[CH:10]=2)[CH2:3]1.C(N(CC)CC)C.[CH3:25][S:26](Cl)(=[O:28])=[O:27], predict the reaction product. (4) Given the reactants Br[C:2]1[S:3][CH:4]=[C:5]([C:7]2[CH:12]=[CH:11][C:10]([Br:13])=[CH:9][CH:8]=2)[N:6]=1.[CH2:14]([NH2:17])[CH2:15][NH2:16].C([O-])(O)=O.[Na+], predict the reaction product. The product is: [Br:13][C:10]1[CH:11]=[CH:12][C:7]([C:5]2[N:6]=[C:2]([NH:16][CH2:15][CH2:14][NH2:17])[S:3][CH:4]=2)=[CH:8][CH:9]=1. (5) Given the reactants FC(F)(F)C(F)(F)C(F)(F)C(F)(F)S([O-])(=O)=O.[C:18]1([CH3:39])[CH:23]=[CH:22][CH:21]=[CH:20][C:19]=1[S+:24]1[C:37]2[C:32](=[CH:33][CH:34]=[CH:35][CH:36]=2)[C:31](=[O:38])[C:30]2[CH:29]=[CH:28][CH:27]=[CH:26][C:25]1=2.[OH-].[Na+].[F:42][C:43]([F:59])([F:58])[C:44]1[CH:45]=[C:46]([S:54]([OH:57])(=[O:56])=[O:55])[CH:47]=[C:48]([C:50]([F:53])([F:52])[F:51])[CH:49]=1, predict the reaction product. The product is: [F:53][C:50]([F:51])([F:52])[C:48]1[CH:47]=[C:46]([S:54]([O-:57])(=[O:56])=[O:55])[CH:45]=[C:44]([C:43]([F:59])([F:42])[F:58])[CH:49]=1.[C:18]1([CH3:39])[CH:23]=[CH:22][CH:21]=[CH:20][C:19]=1[S+:24]1[C:25]2[C:30](=[CH:29][CH:28]=[CH:27][CH:26]=2)[C:31](=[O:38])[C:32]2[CH:33]=[CH:34][CH:35]=[CH:36][C:37]1=2.